Dataset: Catalyst prediction with 721,799 reactions and 888 catalyst types from USPTO. Task: Predict which catalyst facilitates the given reaction. (1) Reactant: [C:1]([O:20][CH2:21][CH2:22][CH2:23][CH2:24][CH2:25][CH2:26][CH2:27][CH2:28][CH2:29][CH2:30][CH2:31][C:32]([C:49]([OH:51])=[O:50])([C:46]([OH:48])=[O:47])[CH2:33][CH2:34][CH2:35][CH2:36][CH2:37][CH2:38][CH2:39][CH2:40][CH2:41][CH2:42][C:43]([OH:45])=[O:44])([C:14]1[CH:19]=[CH:18][CH:17]=[CH:16][CH:15]=1)([C:8]1[CH:13]=[CH:12][CH:11]=[CH:10][CH:9]=1)[C:2]1[CH:7]=[CH:6][CH:5]=[CH:4][CH:3]=1.O[N:53]1[C:57](=[O:58])[CH2:56][CH2:55][C:54]1=[O:59].C1CCC(N=C=NC2CCCCC2)CC1. Product: [O:59]=[C:54]1[CH2:55][CH2:56][C:57](=[O:58])[N:53]1[O:47][C:46]([C:32]([CH2:31][CH2:30][CH2:29][CH2:28][CH2:27][CH2:26][CH2:25][CH2:24][CH2:23][CH2:22][CH2:21][O:20][C:1]([C:2]1[CH:7]=[CH:6][CH:5]=[CH:4][CH:3]=1)([C:14]1[CH:19]=[CH:18][CH:17]=[CH:16][CH:15]=1)[C:8]1[CH:13]=[CH:12][CH:11]=[CH:10][CH:9]=1)([CH2:33][CH2:34][CH2:35][CH2:36][CH2:37][CH2:38][CH2:39][CH2:40][CH2:41][CH2:42][C:43]([OH:45])=[O:44])[C:49]([OH:51])=[O:50])=[O:48]. The catalyst class is: 2. (2) Reactant: [NH:1]1[CH:6]=[CH:5][C:4](=[O:7])[CH:3]=[CH:2]1.F[C:9]1[CH:14]=[CH:13][C:12]([N+:15]([O-:17])=[O:16])=[CH:11][CH:10]=1.O. Product: [N+:15]([C:12]1[CH:13]=[CH:14][C:9]([N:1]2[CH:6]=[CH:5][C:4](=[O:7])[CH:3]=[CH:2]2)=[CH:10][CH:11]=1)([O-:17])=[O:16]. The catalyst class is: 3. (3) Reactant: [F:1][C:2]1[CH:7]=[CH:6][C:5]([N:8]2[CH:13]=[CH:12][N:11]=[C:10]([NH:14][C:15](=O)[CH2:16][O:17][C:18]3[CH:23]=[CH:22]C=C[CH:19]=3)C2=O)=[CH:4][CH:3]=1.[H-].[Na+].P(Cl)([O:33][CH2:34][CH3:35])(OCC)=O.[NH2:37]O.[C:39]([O-:42])(O)=O.[Na+]. Product: [F:1][C:2]1[CH:7]=[CH:6][C:5]([N:8]2[CH:13]=[CH:12][N:11]=[C:10]([NH:14][C:15](=[NH:37])[CH2:16][O:17][C:18]3[CH:23]=[CH:22][CH:35]=[C:34]([OH:33])[CH:19]=3)[C:39]2=[O:42])=[CH:4][CH:3]=1. The catalyst class is: 20. (4) Reactant: [NH2:1][C:2]1[C:7]([F:8])=[CH:6][C:5]([NH:9][CH2:10][C@@H:11]([OH:21])[CH2:12][O:13][CH2:14][C:15]2[CH:20]=[CH:19][CH:18]=[CH:17][CH:16]=2)=[C:4]([C:22]#[C:23][C:24]([CH3:35])([CH3:34])[CH2:25][O:26][CH2:27][C:28]2[CH:33]=[CH:32][CH:31]=[CH:30][CH:29]=2)[CH:3]=1. Product: [NH2:1][C:2]1[CH:3]=[C:4]2[C:5](=[CH:6][C:7]=1[F:8])[N:9]([CH2:10][C@@H:11]([OH:21])[CH2:12][O:13][CH2:14][C:15]1[CH:20]=[CH:19][CH:18]=[CH:17][CH:16]=1)[C:23]([C:24]([CH3:35])([CH3:34])[CH2:25][O:26][CH2:27][C:28]1[CH:29]=[CH:30][CH:31]=[CH:32][CH:33]=1)=[CH:22]2. The catalyst class is: 767.